Dataset: Reaction yield outcomes from USPTO patents with 853,638 reactions. Task: Predict the reaction yield, written as a fraction of the theoretical maximum amount of product (1.0 means a 100% yield; for example, 0.34 means a 34% yield). (1) The reactants are [OH:1][C:2]1[CH:7]=[C:6]([O:8][CH2:9][O:10][CH3:11])[CH:5]=[CH:4][C:3]=1[C:12]([C:14]1[CH:19]=[CH:18][C:17]([O:20][CH2:21][C:22]2[N:23]=[C:24]([C:28]3[CH:33]=[CH:32][CH:31]=[CH:30][CH:29]=3)[O:25][C:26]=2[CH3:27])=[CH:16][CH:15]=1)=[O:13].Br[CH2:35][C:36]([O:38][CH2:39][CH3:40])=[O:37].C(=O)([O-])[O-].[K+].[K+].CN(C)C=O. The catalyst is O. The product is [C:36]([O:38][CH2:39][CH2:40][O:1][C:2]1[CH:7]=[C:6]([O:8][CH2:9][O:10][CH3:11])[CH:5]=[CH:4][C:3]=1[C:12](=[O:13])[C:14]1[CH:15]=[CH:16][C:17]([O:20][CH2:21][C:22]2[N:23]=[C:24]([C:28]3[CH:29]=[CH:30][CH:31]=[CH:32][CH:33]=3)[O:25][C:26]=2[CH3:27])=[CH:18][CH:19]=1)(=[O:37])[CH3:35]. The yield is 1.00. (2) The reactants are C([N-]C(C)C)(C)C.[Li+].[CH3:9][C:10]1[CH:11]=[C:12]([NH:21][C:22]2[N:27]=[C:26]([C:28]([F:31])([F:30])[F:29])[CH:25]=[CH:24][N:23]=2)[CH:13]=[C:14]([C:16]2[S:20][CH:19]=[N:18][CH:17]=2)[CH:15]=1.CN(C)[CH:34]=[O:35]. The catalyst is O1CCCC1. The product is [CH3:9][C:10]1[CH:15]=[C:14]([C:16]2[S:20][C:19]([CH:34]=[O:35])=[N:18][CH:17]=2)[CH:13]=[C:12]([NH:21][C:22]2[N:27]=[C:26]([C:28]([F:29])([F:31])[F:30])[CH:25]=[CH:24][N:23]=2)[CH:11]=1. The yield is 0.860.